This data is from NCI-60 drug combinations with 297,098 pairs across 59 cell lines. The task is: Regression. Given two drug SMILES strings and cell line genomic features, predict the synergy score measuring deviation from expected non-interaction effect. (1) Drug 1: CC1=C2C(C(=O)C3(C(CC4C(C3C(C(C2(C)C)(CC1OC(=O)C(C(C5=CC=CC=C5)NC(=O)C6=CC=CC=C6)O)O)OC(=O)C7=CC=CC=C7)(CO4)OC(=O)C)O)C)OC(=O)C. Drug 2: CC=C1C(=O)NC(C(=O)OC2CC(=O)NC(C(=O)NC(CSSCCC=C2)C(=O)N1)C(C)C)C(C)C. Cell line: RXF 393. Synergy scores: CSS=34.7, Synergy_ZIP=-14.3, Synergy_Bliss=-5.53, Synergy_Loewe=-3.20, Synergy_HSA=-1.39. (2) Drug 1: C1CC(=O)NC(=O)C1N2CC3=C(C2=O)C=CC=C3N. Drug 2: CC12CCC3C(C1CCC2OP(=O)(O)O)CCC4=C3C=CC(=C4)OC(=O)N(CCCl)CCCl.[Na+]. Cell line: MDA-MB-435. Synergy scores: CSS=0.907, Synergy_ZIP=2.57, Synergy_Bliss=-3.85, Synergy_Loewe=-4.27, Synergy_HSA=-4.84. (3) Drug 1: CC1=CC=C(C=C1)C2=CC(=NN2C3=CC=C(C=C3)S(=O)(=O)N)C(F)(F)F. Drug 2: C1CN(CCN1C(=O)CCBr)C(=O)CCBr. Cell line: OVCAR3. Synergy scores: CSS=11.0, Synergy_ZIP=5.00, Synergy_Bliss=12.1, Synergy_Loewe=2.70, Synergy_HSA=3.33.